The task is: Predict the reaction yield, written as a fraction of the theoretical maximum amount of product (1.0 means a 100% yield; for example, 0.34 means a 34% yield).. This data is from Reaction yield outcomes from USPTO patents with 853,638 reactions. The catalyst is CCO. The product is [CH:22]1([CH2:25][O:26][N:27]=[C:5]2[CH2:6][C@H:7]([C:8]3[N:12]4[C:13]5[CH:19]=[CH:18][NH:17][C:14]=5[N:15]=[CH:16][C:11]4=[N:10][N:9]=3)[C@H:3]([CH2:1][CH3:2])[CH2:4]2)[CH2:24][CH2:23]1. The yield is 0.800. The reactants are [CH2:1]([C@H:3]1[C@@H:7]([C:8]2[N:12]3[C:13]4[CH:19]=[CH:18][NH:17][C:14]=4[N:15]=[CH:16][C:11]3=[N:10][N:9]=2)[CH2:6][C:5](=O)[CH2:4]1)[CH3:2].Cl.[CH:22]1([CH2:25][O:26][NH2:27])[CH2:24][CH2:23]1.